Dataset: Full USPTO retrosynthesis dataset with 1.9M reactions from patents (1976-2016). Task: Predict the reactants needed to synthesize the given product. (1) Given the product [N+:11]([C:7]1[CH:8]=[C:9]2[C:4]([CH2:3][NH:2][C:1]2=[O:10])=[CH:5][CH:6]=1)([O-:13])=[O:12], predict the reactants needed to synthesize it. The reactants are: [C:1]1(=[O:10])[C:9]2[C:4](=[CH:5][CH:6]=[CH:7][CH:8]=2)[CH2:3][NH:2]1.[N+:11]([O-])([O-:13])=[O:12].[K+]. (2) The reactants are: O.[C:2]1([CH:8]([N:10]2[CH2:15][CH2:14][CH2:13][C@H:12]([CH2:16][N:17]3[CH2:22][CH2:21][N:20](C(OCC4C=CC=CC=4)=O)[CH2:19][CH2:18]3)[CH2:11]2)[CH3:9])[CH:7]=[CH:6][CH:5]=[CH:4][CH:3]=1. Given the product [C:2]1([CH:8]([N:10]2[CH2:15][CH2:14][CH2:13][C@H:12]([CH2:16][N:17]3[CH2:22][CH2:21][NH:20][CH2:19][CH2:18]3)[CH2:11]2)[CH3:9])[CH:7]=[CH:6][CH:5]=[CH:4][CH:3]=1, predict the reactants needed to synthesize it. (3) Given the product [CH3:1][O:2][C:3]1[CH:8]=[CH:7][C:6]([C:9]2([CH:12]=[O:13])[CH2:11][CH2:10]2)=[CH:5][CH:4]=1, predict the reactants needed to synthesize it. The reactants are: [CH3:1][O:2][C:3]1[CH:8]=[CH:7][C:6]([C:9]2([C:12](O)=[O:13])[CH2:11][CH2:10]2)=[CH:5][CH:4]=1.[H-].[Al+3].[Li+].[H-].[H-].[H-].Cl.CN1CCOCC1. (4) Given the product [Br:14][C:13]([Br:15])=[CH:4][C:3]1[CH:6]=[CH:7][C:8]([O:11][CH3:12])=[C:9]([CH3:10])[C:2]=1[CH3:1], predict the reactants needed to synthesize it. The reactants are: [CH3:1][C:2]1[C:9]([CH3:10])=[C:8]([O:11][CH3:12])[CH:7]=[CH:6][C:3]=1[CH:4]=O.[C:13](Br)(Br)([Br:15])[Br:14].C1(P(C2C=CC=CC=2)C2C=CC=CC=2)C=CC=CC=1. (5) Given the product [Br:13][C:14]1[CH:19]=[CH:18][C:17]([S:20][C@@H:2]2[CH2:6][CH2:5][O:4][CH2:3]2)=[CH:16][CH:15]=1, predict the reactants needed to synthesize it. The reactants are: I[C@H:2]1[CH2:6][CH2:5][O:4][CH2:3]1.C([O-])([O-])=O.[K+].[K+].[Br:13][C:14]1[CH:19]=[CH:18][C:17]([SH:20])=[CH:16][CH:15]=1.O. (6) Given the product [CH2:38]([O:37][C:35](=[O:36])[CH2:34][O:26][C:3]1[CH:4]=[CH:5][C:6]2[C:11](=[CH:10][CH:9]=[C:8]([C:12]3[O:13][C:14]4[CH:25]=[CH:24][CH:23]=[CH:22][C:15]=4[C:16]=3[CH2:17][CH2:18][CH2:19][CH2:20][CH3:21])[CH:7]=2)[C:2]=1[Br:1])[CH3:39], predict the reactants needed to synthesize it. The reactants are: [Br:1][C:2]1[C:11]2[C:6](=[CH:7][C:8]([C:12]3[O:13][C:14]4[CH:25]=[CH:24][CH:23]=[CH:22][C:15]=4[C:16]=3[CH2:17][CH2:18][CH2:19][CH2:20][CH3:21])=[CH:9][CH:10]=2)[CH:5]=[CH:4][C:3]=1[OH:26].C(=O)([O-])[O-].[Cs+].[Cs+].Br[CH2:34][C:35]([O:37][CH2:38][CH3:39])=[O:36]. (7) Given the product [OH:8][N:9]1[C:14]2[N:15]=[CH:16][N:17]=[C:18]([CH3:19])[C:13]=2[C:12]([NH:20][CH2:21][CH2:22][C:23]2[CH:24]=[N:25][CH:26]=[CH:27][CH:28]=2)=[CH:11][C:10]1=[O:29], predict the reactants needed to synthesize it. The reactants are: C([O:8][N:9]1[C:14]2[N:15]=[CH:16][N:17]=[C:18]([CH3:19])[C:13]=2[C:12]([NH:20][CH2:21][CH2:22][C:23]2[CH:24]=[N:25][CH:26]=[CH:27][CH:28]=2)=[CH:11][C:10]1=[O:29])C1C=CC=CC=1.[H][H]. (8) The reactants are: [OH:1][C@@H:2]1[C@@H:6]([CH3:7])[CH2:5][N:4]([C:8]([O:10]C(C)(C)C)=O)[CH2:3]1.F[C:16]1[CH:23]=[CH:22][C:21]([C:24]2[N:29]=[C:28]([NH:30][C:31]3[CH:36]=[CH:35][C:34]([N:37]4[CH2:42][CH2:41][N:40]([CH:43]5[CH2:46][O:45][CH2:44]5)[CH2:39][CH2:38]4)=[CH:33][CH:32]=3)[N:27]=[CH:26][N:25]=2)=[CH:20][C:17]=1[C:18]#[N:19].C(O)(=O)[CH2:48][OH:49]. Given the product [OH:49][CH2:48][C:8]([N:4]1[CH2:5][C@H:6]([CH3:7])[C@@H:2]([O:1][C:16]2[CH:23]=[CH:22][C:21]([C:24]3[N:29]=[C:28]([NH:30][C:31]4[CH:36]=[CH:35][C:34]([N:37]5[CH2:42][CH2:41][N:40]([CH:43]6[CH2:46][O:45][CH2:44]6)[CH2:39][CH2:38]5)=[CH:33][CH:32]=4)[N:27]=[CH:26][N:25]=3)=[CH:20][C:17]=2[C:18]#[N:19])[CH2:3]1)=[O:10], predict the reactants needed to synthesize it. (9) The reactants are: [Cl:1][C:2]1[CH:3]=[C:4]([NH:20][C:21]2[C:26]([NH:27][CH3:28])=[C:25](I)[N:24]=[CH:23][N:22]=2)[CH:5]=[CH:6][C:7]=1[O:8][C:9]1[CH:14]=[CH:13][CH:12]=[C:11]([O:15][C:16]([F:19])([F:18])[F:17])[CH:10]=1.[CH2:30]([NH:33][C:34](=[O:40])[O:35][C:36]([CH3:39])([CH3:38])[CH3:37])[C:31]#[CH:32].C(N(CC)CC)C. Given the product [Cl:1][C:2]1[CH:3]=[C:4]([NH:20][C:21]2[C:26]3[N:27]([CH3:28])[C:31]([CH2:30][NH:33][C:34](=[O:40])[O:35][C:36]([CH3:38])([CH3:37])[CH3:39])=[CH:32][C:25]=3[N:24]=[CH:23][N:22]=2)[CH:5]=[CH:6][C:7]=1[O:8][C:9]1[CH:14]=[CH:13][CH:12]=[C:11]([O:15][C:16]([F:19])([F:18])[F:17])[CH:10]=1, predict the reactants needed to synthesize it. (10) Given the product [CH3:1][C:2]1([CH3:8])[CH2:6][CH2:5][N:4]([C:20]([O:22][CH2:23][C:24]2[CH:29]=[CH:28][CH:27]=[CH:26][CH:25]=2)=[O:21])[C:3]1=[O:7], predict the reactants needed to synthesize it. The reactants are: [CH3:1][C:2]1([CH3:8])[CH2:6][CH2:5][NH:4][C:3]1=[O:7].C[Si](C)(C)[N-][Si](C)(C)C.[Li+].Cl[C:20]([O:22][CH2:23][C:24]1[CH:29]=[CH:28][CH:27]=[CH:26][CH:25]=1)=[O:21].